Dataset: Full USPTO retrosynthesis dataset with 1.9M reactions from patents (1976-2016). Task: Predict the reactants needed to synthesize the given product. (1) Given the product [S:18]([O:22][N:23]1[C:29](=[O:30])[N:28]2[CH2:31][C@H:24]1[CH2:25][CH2:26][C@H:27]2[C:32]([NH:34][NH:35][C:36]([C@@H:38]1[CH2:43][CH2:42][CH2:41][NH:40][CH2:39]1)=[O:37])=[O:33])([OH:21])(=[O:19])=[O:20], predict the reactants needed to synthesize it. The reactants are: C([N+](CCCC)(CCCC)CCCC)CCC.[S:18]([O:22][N:23]1[C:29](=[O:30])[N:28]2[CH2:31][C@H:24]1[CH2:25][CH2:26][C@H:27]2[C:32]([NH:34][NH:35][C:36]([C@@H:38]1[CH2:43][CH2:42][CH2:41][N:40](C(OC(C)(C)C)=O)[CH2:39]1)=[O:37])=[O:33])([OH:21])(=[O:20])=[O:19].FC(F)(F)C(O)=O.[Na].C(OCC)(=O)CCCCC. (2) Given the product [Cl:1][C:2]1[CH:15]=[CH:14][C:5]([CH2:6][C:7]2[C:8]([CH3:13])=[N:9][N:10]3[C:27](=[O:28])[CH:26]=[C:25]([C:23]4[CH:22]=[CH:21][C:20]5[O:16][CH2:17][O:18][C:19]=5[CH:24]=4)[NH:12][C:11]=23)=[CH:4][CH:3]=1, predict the reactants needed to synthesize it. The reactants are: [Cl:1][C:2]1[CH:15]=[CH:14][C:5]([CH2:6][C:7]2[C:8]([CH3:13])=[N:9][NH:10][C:11]=2[NH2:12])=[CH:4][CH:3]=1.[O:16]1[C:20]2[CH:21]=[CH:22][C:23]([C:25](=O)[CH2:26][C:27](OCC)=[O:28])=[CH:24][C:19]=2[O:18][CH2:17]1. (3) Given the product [F:1][C:2]1[CH:3]=[CH:4][C:5]([CH2:8][CH:9]2[CH:13]([C:14]3[CH:19]=[CH:18][C:17]([C:20]([F:21])([F:23])[F:22])=[CH:16][CH:15]=3)[O:24][C:47](=[O:32])[NH:44]2)=[CH:6][CH:7]=1, predict the reactants needed to synthesize it. The reactants are: [F:1][C:2]1[CH:7]=[CH:6][C:5]([CH2:8][CH:9]([CH:13]([OH:24])[C:14]2[CH:19]=[CH:18][C:17]([C:20]([F:23])([F:22])[F:21])=[CH:16][CH:15]=2)C(O)=O)=[CH:4][CH:3]=1.C1(P(N=[N+]=[N-])(C2C=CC=CC=2)=[O:32])C=CC=CC=1.C([N:44]([CH2:47]C)CC)C. (4) The reactants are: [Cl:1][C:2]1[CH:3]=[C:4]([CH:16]=[CH:17][C:18]=1[Cl:19])[O:5][CH:6]1[CH2:11][CH2:10][N:9]([CH2:12][C@@H:13]2[CH2:15][O:14]2)[CH2:8][CH2:7]1.[CH3:20][NH2:21]. Given the product [Cl:1][C:2]1[CH:3]=[C:4]([CH:16]=[CH:17][C:18]=1[Cl:19])[O:5][CH:6]1[CH2:11][CH2:10][N:9]([CH2:12][C@H:13]([OH:14])[CH2:15][NH:21][CH3:20])[CH2:8][CH2:7]1, predict the reactants needed to synthesize it. (5) Given the product [Cl:3][CH2:4][C:5]1[N:6]=[C:7]([C:10](=[O:12])[CH3:11])[S:8][CH:9]=1, predict the reactants needed to synthesize it. The reactants are: N#N.[Cl:3][CH2:4][C:5]1[N:6]=[C:7]([CH:10]([OH:12])[CH3:11])[S:8][CH:9]=1. (6) Given the product [F:13][C:10]1[CH:9]=[CH:8][C:7]([CH:6]2[CH2:5][NH:4][CH2:3][CH:2]2[NH:1][C:22]2[C:31]3[C:26](=[C:27]([C:32]([NH2:34])=[O:33])[CH:28]=[CH:29][CH:30]=3)[N:25]=[C:24]([CH3:35])[N:23]=2)=[CH:12][CH:11]=1, predict the reactants needed to synthesize it. The reactants are: [NH2:1][CH:2]1[CH:6]([C:7]2[CH:12]=[CH:11][C:10]([F:13])=[CH:9][CH:8]=2)[CH2:5][N:4](C(OC(C)(C)C)=O)[CH2:3]1.Cl[C:22]1[C:31]2[C:26](=[C:27]([C:32]([NH2:34])=[O:33])[CH:28]=[CH:29][CH:30]=2)[N:25]=[C:24]([CH3:35])[N:23]=1. (7) Given the product [CH3:1][O:2][C:3]([C:5]1[CH:13]=[C:12]2[C:8]([C:9]([CH:37]3[CH2:42][CH2:41][CH2:40][CH2:39][CH2:38]3)=[C:10]([C:23]3[CH:24]=[C:25]4[C:26](=[CH:27][CH:28]=3)[N:29]=[C:70]([C:66]3[S:65][C:64]([CH3:63])=[N:68][C:67]=3[CH3:69])[CH:79]=[CH:32]4)[NH:11]2)=[CH:7][CH:6]=1)=[O:4], predict the reactants needed to synthesize it. The reactants are: [CH3:1][O:2][C:3]([C:5]1[CH:13]=[C:12]2[C:8]([C:9]([CH:37]3[CH2:42][CH2:41][CH2:40][CH2:39][CH2:38]3)=[C:10]([C:23]3[CH:28]=[CH:27][C:26]([N+:29]([O-])=O)=[C:25]([CH:32](OC)OC)[CH:24]=3)[N:11]2CC(N2CCOCC2)=O)=[CH:7][CH:6]=1)=[O:4].COC(C1C=C2C(C(C3CCCCC3)=C(Br)N2)=CC=1)=O.[CH3:63][C:64]1[S:65][C:66]([C:70]2[CH:79]=CC3C(=CC=C(B(O)O)C=3)N=2)=[C:67]([CH3:69])[N:68]=1.C(=O)(O)[O-].[Na+]. (8) Given the product [F:1][C:2]1[CH:7]=[CH:6][CH:5]=[C:4]([F:8])[C:3]=1[C:9]1[C:17]2[O:16][CH:15]([CH2:18][NH:19][C:30](=[O:31])[O:32][CH2:33][C:34]3[CH:39]=[CH:38][CH:37]=[CH:36][CH:35]=3)[CH2:14][C:13]=2[CH:12]=[CH:11][CH:10]=1, predict the reactants needed to synthesize it. The reactants are: [F:1][C:2]1[CH:7]=[CH:6][CH:5]=[C:4]([F:8])[C:3]=1[C:9]1[C:17]2[O:16][CH:15]([CH2:18][NH2:19])[CH2:14][C:13]=2[CH:12]=[CH:11][CH:10]=1.C(N(C(C)C)CC)(C)C.Cl[C:30]([O:32][CH2:33][C:34]1[CH:39]=[CH:38][CH:37]=[CH:36][CH:35]=1)=[O:31].C(OC(=O)NCC1CC2C=CC=C(C3CCCC3)C=2O1)C1C=CC=CC=1. (9) Given the product [Cl:35][C:32]1[N:33]=[CH:34][C:29]([C:27]2[CH:26]=[C:25]3[C:21]([CH:22]=[N:23][N:24]3[CH3:41])=[C:20]([NH:19][C:16]([C:14]3[CH:13]=[CH:12][CH:11]=[C:10]([CH3:9])[N:15]=3)=[O:18])[CH:28]=2)=[CH:30][C:31]=1[NH:36][S:37]([CH3:40])(=[O:39])=[O:38], predict the reactants needed to synthesize it. The reactants are: ClC(N(C)C)=C(C)C.[CH3:9][C:10]1[N:15]=[C:14]([C:16]([OH:18])=O)[CH:13]=[CH:12][CH:11]=1.[NH2:19][C:20]1[CH:28]=[C:27]([C:29]2[CH:30]=[C:31]([NH:36][S:37]([CH3:40])(=[O:39])=[O:38])[C:32]([Cl:35])=[N:33][CH:34]=2)[CH:26]=[C:25]2[C:21]=1[CH:22]=[N:23][N:24]2[CH3:41].C(=O)(O)[O-].[Na+]. (10) Given the product [CH:1]1([N:4]([CH2:18][C:19]2[O:20][CH:21]=[C:22]([C:24]([N:26]3[CH2:31][CH2:30][N:29]([CH2:38][C:36]4[N:37]=[C:33]([CH3:32])[NH:34][CH:35]=4)[CH2:28][CH2:27]3)=[O:25])[N:23]=2)[S:5]([C:8]2[C:9]([CH3:17])=[CH:10][C:11]([O:15][CH3:16])=[CH:12][C:13]=2[CH3:14])(=[O:6])=[O:7])[CH2:2][CH2:3]1, predict the reactants needed to synthesize it. The reactants are: [CH:1]1([N:4]([CH2:18][C:19]2[O:20][CH:21]=[C:22]([C:24]([N:26]3[CH2:31][CH2:30][NH:29][CH2:28][CH2:27]3)=[O:25])[N:23]=2)[S:5]([C:8]2[C:13]([CH3:14])=[CH:12][C:11]([O:15][CH3:16])=[CH:10][C:9]=2[CH3:17])(=[O:7])=[O:6])[CH2:3][CH2:2]1.[CH3:32][C:33]1[NH:34][CH:35]=[C:36]([CH:38]=O)[N:37]=1.CC(O)=O.